This data is from Catalyst prediction with 721,799 reactions and 888 catalyst types from USPTO. The task is: Predict which catalyst facilitates the given reaction. (1) Reactant: [Br:1][C:2]1[CH:3]=[CH:4][C:5]([O:12][CH3:13])=[C:6]([S:8](Cl)(=[O:10])=[O:9])[CH:7]=1.[S:14]1[CH:18]=[CH:17][C:16]([NH2:19])=[CH:15]1.O. Product: [Br:1][C:2]1[CH:3]=[CH:4][C:5]([O:12][CH3:13])=[C:6]([S:8]([NH:19][C:16]2[CH:17]=[CH:18][S:14][CH:15]=2)(=[O:10])=[O:9])[CH:7]=1. The catalyst class is: 377. (2) Reactant: [Cl:1][C:2]1[C:7]([F:8])=[CH:6][CH:5]=[C:4]([Cl:9])[C:3]=1[CH:10]([O:12][C:13]1[C:14]([NH:38]C(OC(C)(C)C)=O)=[N:15][CH:16]=[C:17]([C:19]2[CH:20]=[N:21][N:22]([CH:24]3[CH2:29][CH2:28][N:27](C(OC(C)(C)C)=O)[CH:26](N)[CH2:25]3)[CH:23]=2)[CH:18]=1)[CH3:11]. Product: [CH3:11][C@@H:10]([O:12][C:13]1[CH:18]=[C:17]([C:19]2[CH:20]=[N:21][N:22]([CH:24]3[CH2:29][CH2:28][NH:27][CH2:26][CH2:25]3)[CH:23]=2)[CH:16]=[N:15][C:14]=1[NH2:38])[C:3]1[C:4]([Cl:9])=[CH:5][CH:6]=[C:7]([F:8])[C:2]=1[Cl:1]. The catalyst class is: 29. (3) Reactant: [NH2:1][CH2:2][C:3]1[CH:4]=[CH:5][C:6]2[C:10]([CH3:12])([CH3:11])[O:9][B:8]([OH:13])[C:7]=2[CH:14]=1.[CH3:15][C:16]([O:19][C:20](O[C:20]([O:19][C:16]([CH3:18])([CH3:17])[CH3:15])=[O:21])=[O:21])([CH3:18])[CH3:17].CCN(CC)CC.O. Product: [OH:13][B:8]1[C:7]2[CH:14]=[C:3]([CH2:2][NH:1][C:20](=[O:21])[O:19][C:16]([CH3:18])([CH3:17])[CH3:15])[CH:4]=[CH:5][C:6]=2[C:10]([CH3:12])([CH3:11])[O:9]1. The catalyst class is: 2. (4) Reactant: [N:1]([CH2:4][C@H:5]1[CH2:9][CH2:8][CH2:7][C@@H:6]1[NH:10][C:11]1[CH:20]=[C:19]([CH3:21])[C:18]2[C:13](=[CH:14][CH:15]=[C:16]([O:22][CH3:23])[CH:17]=2)[N:12]=1)=[N+]=[N-]. Product: [NH2:1][CH2:4][C@H:5]1[CH2:9][CH2:8][CH2:7][C@@H:6]1[NH:10][C:11]1[CH:20]=[C:19]([CH3:21])[C:18]2[C:13](=[CH:14][CH:15]=[C:16]([O:22][CH3:23])[CH:17]=2)[N:12]=1. The catalyst class is: 50. (5) Product: [CH2:7]([C:8]1[N:9]=[N:10][C:11]2[C:6]([C:12]=1[C:38]1[CH:39]=[CH:40][CH:41]=[C:42]([O:55][CH2:54][C:52]3[CH:51]=[CH:50][CH:49]=[C:48]4[C:53]=3[N:45]([CH3:44])[CH:46]=[CH:47]4)[CH:43]=1)=[CH:5][CH:4]=[CH:3][C:2]=2[Cl:1])[C:18]1[CH:23]=[CH:22][CH:21]=[CH:20][CH:19]=1. The catalyst class is: 2. Reactant: [Cl:1][C:2]1[CH:3]=[CH:4][CH:5]=[C:6]2[C:11]=1[N:10]=[N:9][C:8]([C:12]1C=CC=CC=1)=[C:7]2[C:18]1[CH:19]=[C:20](O)[CH:21]=[CH:22][CH:23]=1.[CH:38]1[CH:43]=[CH:42][C:41](P([C:38]2[CH:43]=[CH:42][CH:41]=[CH:40][CH:39]=2)[C:38]2[CH:43]=[CH:42][CH:41]=[CH:40][CH:39]=2)=[CH:40][CH:39]=1.[CH3:44][N:45]1[C:53]2[C:48](=[CH:49][CH:50]=[CH:51][C:52]=2[CH2:54][OH:55])[CH:47]=[CH:46]1.CC(OC(/N=N/C(OC(C)C)=O)=O)C. (6) Reactant: [CH2:1]([O:3][C:4]([N:6]1[C:15]2[C:10](=[CH:11][C:12]([O:18][CH3:19])=[C:13]([O:16][CH3:17])[CH:14]=2)[C:9](=[N+]=[N-])[CH2:8][CH:7]1[CH3:22])=[O:5])[CH3:2].[F:23][C:24]([F:39])([F:38])[C:25]1[CH:26]=[C:27]([CH:31]=[C:32]([C:34]([F:37])([F:36])[F:35])[CH:33]=1)[C:28](Cl)=[O:29].C(N(CC)C(C)C)(C)C. Product: [CH2:1]([O:3][C:4]([N:6]1[C:15]2[C:10](=[CH:11][C:12]([O:18][CH3:19])=[C:13]([O:16][CH3:17])[CH:14]=2)[C:9]([C:28](=[O:29])[C:27]2[CH:31]=[C:32]([C:34]([F:35])([F:36])[F:37])[CH:33]=[C:25]([C:24]([F:23])([F:38])[F:39])[CH:26]=2)=[CH:8][CH:7]1[CH3:22])=[O:5])[CH3:2]. The catalyst class is: 27. (7) Reactant: N=C=N.[C:4]([O:8][C:9]([NH:11][CH2:12][CH2:13][CH2:14]C(O)=O)=[O:10])([CH3:7])([CH3:6])[CH3:5].C1C=CC2N([OH:27])N=NC=2C=1.C([N:35]1[CH2:40][CH2:39][N:38]([CH2:41][CH2:42][CH2:43][C:44]([O:46][CH3:47])=[O:45])[CH2:37][CH2:36]1)C1C=CC=CC=1.C(O)C(N)(CO)CO. Product: [C:4]([O:8][C:9]([NH:11][CH2:12][CH2:13][C:14]([N:35]1[CH2:40][CH2:39][N:38]([CH2:41][CH2:42][CH2:43][C:44]([O:46][CH3:47])=[O:45])[CH2:37][CH2:36]1)=[O:27])=[O:10])([CH3:5])([CH3:6])[CH3:7]. The catalyst class is: 4.